Dataset: Reaction yield outcomes from USPTO patents with 853,638 reactions. Task: Predict the reaction yield, written as a fraction of the theoretical maximum amount of product (1.0 means a 100% yield; for example, 0.34 means a 34% yield). The reactants are [O:1]=[C:2]1[CH:6]=[CH:5][C:4](=[O:7])[N:3]1[CH2:8][CH2:9][CH2:10][CH2:11][CH2:12][C:13]([N:15]1[CH2:19][CH2:18][CH2:17][C@H:16]1[C:20]([N:22]1[CH2:26][CH2:25][CH2:24][C@H:23]1[C:27]([O:29]C(C)(C)C)=[O:28])=[O:21])=[O:14].FC(F)(F)C(O)=O. The catalyst is ClCCl. The product is [O:7]=[C:4]1[CH:5]=[CH:6][C:2](=[O:1])[N:3]1[CH2:8][CH2:9][CH2:10][CH2:11][CH2:12][C:13]([N:15]1[CH2:19][CH2:18][CH2:17][C@H:16]1[C:20]([N:22]1[CH2:26][CH2:25][CH2:24][C@H:23]1[C:27]([OH:29])=[O:28])=[O:21])=[O:14]. The yield is 1.00.